From a dataset of Reaction yield outcomes from USPTO patents with 853,638 reactions. Predict the reaction yield, written as a fraction of the theoretical maximum amount of product (1.0 means a 100% yield; for example, 0.34 means a 34% yield). The reactants are [F:1][C:2]1[CH:3]=[C:4]([CH:8]=[CH:9][C:10]=1[N+:11]([O-:13])=[O:12])[C:5]([OH:7])=[O:6].[Si](C=[N+]=[N-])(C)(C)[CH3:15]. The catalyst is C(Cl)Cl.CO. The product is [CH3:15][O:6][C:5](=[O:7])[C:4]1[CH:8]=[CH:9][C:10]([N+:11]([O-:13])=[O:12])=[C:2]([F:1])[CH:3]=1. The yield is 1.00.